This data is from Peptide-MHC class I binding affinity with 185,985 pairs from IEDB/IMGT. The task is: Regression. Given a peptide amino acid sequence and an MHC pseudo amino acid sequence, predict their binding affinity value. This is MHC class I binding data. (1) The peptide sequence is HTLIMIGSNA. The MHC is HLA-A26:01 with pseudo-sequence HLA-A26:01. The binding affinity (normalized) is 0.0727. (2) The peptide sequence is RYFKYWDQTY. The MHC is HLA-A29:02 with pseudo-sequence HLA-A29:02. The binding affinity (normalized) is 0.935. (3) The peptide sequence is YSDIFNNVL. The MHC is HLA-B58:01 with pseudo-sequence HLA-B58:01. The binding affinity (normalized) is 0.0847. (4) The peptide sequence is CPKDGQPSL. The MHC is HLA-B51:01 with pseudo-sequence HLA-B51:01. The binding affinity (normalized) is 0.417. (5) The peptide sequence is FFFVYENAF. The MHC is HLA-A24:02 with pseudo-sequence HLA-A24:02. The binding affinity (normalized) is 0. (6) The peptide sequence is LFNIAQRIL. The MHC is HLA-B40:02 with pseudo-sequence HLA-B40:02. The binding affinity (normalized) is 0.0501.